Dataset: Reaction yield outcomes from USPTO patents with 853,638 reactions. Task: Predict the reaction yield, written as a fraction of the theoretical maximum amount of product (1.0 means a 100% yield; for example, 0.34 means a 34% yield). (1) The reactants are CC1C=CC(S([O:11][CH2:12][CH2:13][O:14][CH:15]2[CH2:20][CH2:19][N:18](C(OCC3C=CC=CC=3)=O)[CH2:17][CH2:16]2)(=O)=O)=CC=1.[O:31]1[CH2:35][CH2:34][CH:33]([CH2:36]O)[CH2:32]1. No catalyst specified. The product is [O:31]1[CH2:35][CH2:34][CH:33]([CH2:36][O:11][CH2:12][CH2:13][O:14][CH:15]2[CH2:16][CH2:17][NH:18][CH2:19][CH2:20]2)[CH2:32]1. The yield is 0.670. (2) The reactants are [CH:1]1([C:7]([CH:9]([C:13]2[CH:18]=[CH:17][CH:16]=[CH:15][CH:14]=2)[CH2:10][CH:11]=O)=[O:8])[CH2:6][CH2:5][CH2:4][CH2:3][CH2:2]1.[N:19]1[CH:24]=[CH:23][CH:22]=[CH:21][C:20]=1[N:25]1[CH2:30][CH2:29][NH:28][CH2:27][CH2:26]1.[Na]. No catalyst specified. The product is [N:19]1[CH:24]=[CH:23][CH:22]=[CH:21][C:20]=1[N:25]1[CH2:26][CH2:27][N:28]([CH2:11][CH2:10][CH:9]([C:7]([CH:1]2[CH2:6][CH2:5][CH2:4][CH2:3][CH2:2]2)=[O:8])[C:13]2[CH:18]=[CH:17][CH:16]=[CH:15][CH:14]=2)[CH2:29][CH2:30]1. The yield is 0.780. (3) The reactants are [N+:1]([C:4]1[CH:9]=[CH:8][N:7]=[CH:6][C:5]=1[N:10]1[CH2:15][CH2:14][CH2:13][CH:12]([NH:16][C:17](=[O:23])[O:18][C:19]([CH3:22])([CH3:21])[CH3:20])[CH2:11]1)([O-])=O. The catalyst is C(O)C.C(OCC)(=O)C. The product is [NH2:1][C:4]1[CH:9]=[CH:8][N:7]=[CH:6][C:5]=1[N:10]1[CH2:15][CH2:14][CH2:13][CH:12]([NH:16][C:17](=[O:23])[O:18][C:19]([CH3:21])([CH3:20])[CH3:22])[CH2:11]1. The yield is 0.790. (4) The yield is 0.540. The product is [F:1][C:2]1[CH:3]=[C:4]([C:8]2[CH:17]=[CH:16][C:15]3[C:10](=[CH:11][CH:12]=[C:13]([O:18][CH3:19])[CH:14]=3)[C:9]=2[O:20][C:24]2[CH:31]=[CH:30][C:27]([OH:38])=[CH:26][CH:25]=2)[CH:5]=[CH:6][CH:7]=1. No catalyst specified. The reactants are [F:1][C:2]1[CH:3]=[C:4]([C:8]2[CH:17]=[CH:16][C:15]3[C:10](=[CH:11][CH:12]=[C:13]([O:18][CH3:19])[CH:14]=3)[C:9]=2[OH:20])[CH:5]=[CH:6][CH:7]=1.[H-].[Na+].F[C:24]1[CH:31]=[CH:30][C:27](C=O)=[CH:26][CH:25]=1.CN1CCCC1=[O:38]. (5) The reactants are [K].[CH3:2][C:3]1[CH:8]=[CH:7][C:6]([N:9]([C:17]2[CH:24]=[CH:23][C:20]([CH:21]=O)=[CH:19][CH:18]=2)[C:10]2[CH:15]=[CH:14][C:13]([CH3:16])=[CH:12][CH:11]=2)=[CH:5][CH:4]=1.[OH2:25].Cl. The catalyst is O1CCCC1. The product is [OH:25][C:4]1[CH:5]=[CH:6][CH:7]=[CH:8][C:3]=1[CH:2]=[CH:21][C:20]1[CH:23]=[CH:24][C:17]([N:9]([C:6]2[CH:7]=[CH:8][C:3]([CH3:2])=[CH:4][CH:5]=2)[C:10]2[CH:15]=[CH:14][C:13]([CH3:16])=[CH:12][CH:11]=2)=[CH:18][CH:19]=1. The yield is 0.720. (6) The reactants are FC(F)(F)C(O)=O.[NH2:8][C:9]1[CH:10]=[C:11]([N:15]2[C:20]3[N:21]=[C:22]([NH:25][C:26]4[CH:31]=[CH:30][C:29]([N:32]5[CH2:37][CH2:36][N:35]([CH3:38])[CH2:34][CH2:33]5)=[CH:28][C:27]=4[O:39][CH3:40])[N:23]=[CH:24][C:19]=3[CH:18]=[CH:17][C:16]2=[O:41])[CH:12]=[CH:13][CH:14]=1.[C:42](Cl)(=[O:46])/[CH:43]=[CH:44]/[CH3:45]. No catalyst specified. The product is [CH3:40][O:39][C:27]1[CH:28]=[C:29]([N:32]2[CH2:37][CH2:36][N:35]([CH3:38])[CH2:34][CH2:33]2)[CH:30]=[CH:31][C:26]=1[NH:25][C:22]1[N:23]=[CH:24][C:19]2[CH:18]=[CH:17][C:16](=[O:41])[N:15]([C:11]3[CH:10]=[C:9]([NH:8][C:42](=[O:46])/[CH:43]=[CH:44]/[CH3:45])[CH:14]=[CH:13][CH:12]=3)[C:20]=2[N:21]=1. The yield is 0.140.